Dataset: Forward reaction prediction with 1.9M reactions from USPTO patents (1976-2016). Task: Predict the product of the given reaction. (1) Given the reactants [C:1]([NH:9][C:10]1[CH:15]=[CH:14][C:13]([CH2:16][C:17]2[C:25]3[C:20](=[CH:21][CH:22]=[C:23]([C:26](O)=[O:27])[CH:24]=3)[N:19]([CH3:29])[CH:18]=2)=[CH:12][CH:11]=1)(=[O:8])[C:2]1[CH:7]=[CH:6][CH:5]=[CH:4][CH:3]=1.CCN(C(C)C)C(C)C.CN(C([O:46][N:47]1N=NC2C=CC=NC1=2)=[N+](C)C)C.F[P-](F)(F)(F)(F)F.Cl.ON, predict the reaction product. The product is: [OH:46][NH:47][C:26]([C:23]1[CH:24]=[C:25]2[C:20](=[CH:21][CH:22]=1)[N:19]([CH3:29])[CH:18]=[C:17]2[CH2:16][C:13]1[CH:14]=[CH:15][C:10]([NH:9][C:1](=[O:8])[C:2]2[CH:3]=[CH:4][CH:5]=[CH:6][CH:7]=2)=[CH:11][CH:12]=1)=[O:27]. (2) Given the reactants [CH3:1][N:2]([CH2:13][C:14]1[N:18]([CH2:19][CH:20]2[O:25][CH2:24][CH2:23][NH:22][CH2:21]2)[C:17]2[CH:26]=[CH:27][CH:28]=[CH:29][C:16]=2[N:15]=1)[CH:3]1[C:12]2[N:11]=[CH:10][CH:9]=[CH:8][C:7]=2[CH2:6][CH2:5][CH2:4]1.[CH3:30]N(CC1N(CC2CCCN(C)C2)C2C=CC=CC=2N=1)C1C2N=CC=CC=2CCC1, predict the reaction product. The product is: [CH3:1][N:2]([CH2:13][C:14]1[N:18]([CH2:19][CH:20]2[O:25][CH2:24][CH2:23][N:22]([CH3:30])[CH2:21]2)[C:17]2[CH:26]=[CH:27][CH:28]=[CH:29][C:16]=2[N:15]=1)[CH:3]1[C:12]2[N:11]=[CH:10][CH:9]=[CH:8][C:7]=2[CH2:6][CH2:5][CH2:4]1. (3) Given the reactants [C:1]([N:11]1[CH2:16][CH2:15][N:14]([C:17]2[C:22]([Cl:23])=[C:21]([Cl:24])[CH:20]=[CH:19][C:18]=2[N+:25]([O-])=O)[CH:13]([C:28]([OH:30])=O)[CH2:12]1)([O:3][CH2:4][C:5]1[CH:10]=[CH:9][CH:8]=[CH:7][CH:6]=1)=[O:2], predict the reaction product. The product is: [C:1]([N:11]1[CH2:16][CH2:15][N:14]2[C:17]3[C:18]([NH:25][C:28](=[O:30])[CH:13]2[CH2:12]1)=[CH:19][CH:20]=[C:21]([Cl:24])[C:22]=3[Cl:23])([O:3][CH2:4][C:5]1[CH:6]=[CH:7][CH:8]=[CH:9][CH:10]=1)=[O:2]. (4) The product is: [Br:18][C:19]1[CH:20]=[CH:21][C:22](/[C:25](/[C:42]2[CH:43]=[CH:44][C:45]([C:2]#[C:1][C:3]3[CH:8]=[CH:7][C:6]([CH2:9][OH:10])=[CH:5][CH:4]=3)=[CH:46][CH:47]=2)=[CH:26]/[CH2:27][O:28][C:29]2[CH:40]=[CH:39][C:32]([O:33][CH2:34][C:35]([O:37][CH3:38])=[O:36])=[C:31]([CH3:41])[CH:30]=2)=[CH:23][CH:24]=1. Given the reactants [C:1]([C:3]1[CH:8]=[CH:7][C:6]([CH2:9][OH:10])=[CH:5][CH:4]=1)#[CH:2].C(NC(C)C)(C)C.[Br:18][C:19]1[CH:24]=[CH:23][C:22](/[C:25](/[C:42]2[CH:47]=[CH:46][C:45](I)=[CH:44][CH:43]=2)=[CH:26]/[CH2:27][O:28][C:29]2[CH:40]=[CH:39][C:32]([O:33][CH2:34][C:35]([O:37][CH3:38])=[O:36])=[C:31]([CH3:41])[CH:30]=2)=[CH:21][CH:20]=1, predict the reaction product. (5) Given the reactants [Cl:1][C:2]1[CH:3]=[C:4]([CH:8]=[CH:9][C:10]=1[C:11](=[O:26])[NH:12][C:13]1[CH:18]=[CH:17][C:16]([Cl:19])=[C:15]([C:20]2[CH:25]=[CH:24][CH:23]=[CH:22][N:21]=2)[CH:14]=1)[C:5](O)=[O:6].[C:27]1([CH:33]([NH2:35])[CH3:34])[CH:32]=[CH:31][CH:30]=[CH:29][CH:28]=1, predict the reaction product. The product is: [Cl:1][C:2]1[CH:3]=[C:4]([C:5]([NH:35][CH:33]([C:27]2[CH:32]=[CH:31][CH:30]=[CH:29][CH:28]=2)[CH3:34])=[O:6])[CH:8]=[CH:9][C:10]=1[C:11]([NH:12][C:13]1[CH:18]=[CH:17][C:16]([Cl:19])=[C:15]([C:20]2[CH:25]=[CH:24][CH:23]=[CH:22][N:21]=2)[CH:14]=1)=[O:26]. (6) Given the reactants [C:1]([CH2:3][CH:4]([N:26]1[CH:30]=[C:29]([C:31]2[C:32]3[CH:39]=[CH:38][N:37](COCC[Si](C)(C)C)[C:33]=3[N:34]=[CH:35][N:36]=2)[CH:28]=[N:27]1)[CH2:5][N:6]1[CH2:11][CH2:10][N:9]([C:12]([C:14]2[CH:21]=[CH:20][C:17]([C:18]#[N:19])=[CH:16][C:15]=2[F:22])=[O:13])[CH2:8][CH:7]1[CH2:23][O:24][CH3:25])#[N:2].C(Cl)Cl, predict the reaction product. The product is: [C:1]([CH2:3][CH:4]([N:26]1[CH:30]=[C:29]([C:31]2[C:32]3[CH:39]=[CH:38][NH:37][C:33]=3[N:34]=[CH:35][N:36]=2)[CH:28]=[N:27]1)[CH2:5][N:6]1[CH2:11][CH2:10][N:9]([C:12]([C:14]2[CH:21]=[CH:20][C:17]([C:18]#[N:19])=[CH:16][C:15]=2[F:22])=[O:13])[CH2:8][CH:7]1[CH2:23][O:24][CH3:25])#[N:2].